This data is from Reaction yield outcomes from USPTO patents with 853,638 reactions. The task is: Predict the reaction yield, written as a fraction of the theoretical maximum amount of product (1.0 means a 100% yield; for example, 0.34 means a 34% yield). (1) The yield is 0.700. The reactants are [CH2:1]1[CH2:14][O:13][C:8]23[O:9][CH2:10][CH2:11][O:12][C:3]2([C@:4]2([CH2:27][CH2:26][C@H:25]4[C@@H:15]([C@H:16]([CH2:28][OH:29])[CH2:17][CH:18]5[C@:23]4([CH3:24])[CH2:22][CH2:21][CH2:20][CH2:19]5)[C@@H:6]2[CH2:7]3)[CH3:5])[O:2]1.C1COC23OCCOC2([C@]2(CC[C@H]4[C@@H](C(=C)CC5[C@]4(C)CCCC5)[C@@H]2C3)C)O1.C1COC23OCCOC2([C@]2(CC[C@H]4[C@@H](C[C@H](CO)C5[C@]4(C)CCCC5)[C@@H]2C3)C)O1. The product is [CH2:11]1[CH2:10][O:9][C:8]23[O:13][CH2:14][CH2:1][O:2][C:3]2([C@:4]2([CH2:27][CH2:26][C@H:25]4[C@@H:15]([C@@H:16]([CH2:28][OH:29])[CH2:17][CH:18]5[C@:23]4([CH3:24])[CH2:22][CH2:21][CH2:20][CH2:19]5)[C@@H:6]2[CH2:7]3)[CH3:5])[O:12]1. No catalyst specified. (2) The reactants are Br[C:2]1[CH:3]=[CH:4][C:5]2[C:9]([C:10]3[CH:15]=[CH:14][CH:13]=[CH:12][CH:11]=3)=[C:8]([C:16]3[CH:21]=[CH:20][CH:19]=[CH:18][CH:17]=3)[O:7][C:6]=2[CH:22]=1.C([Li])CCC.[B:28](OC)([O:31]C)[O:29]C.Cl. The catalyst is CCCCCC.C1COCC1. The product is [C:16]1([C:8]2[O:7][C:6]3[CH:22]=[C:2]([B:28]([OH:31])[OH:29])[CH:3]=[CH:4][C:5]=3[C:9]=2[C:10]2[CH:15]=[CH:14][CH:13]=[CH:12][CH:11]=2)[CH:21]=[CH:20][CH:19]=[CH:18][CH:17]=1. The yield is 0.600. (3) The reactants are Br[C:2]1[CH:7]=[CH:6][CH:5]=[C:4]([F:8])[C:3]=1[F:9].C([Li])CCCCC.[Cl:17][CH2:18][C:19]([CH2:21][Cl:22])=[O:20].Cl. The catalyst is C(OCC)C. The product is [Cl:17][CH2:18][C:19]([C:2]1[CH:7]=[CH:6][CH:5]=[C:4]([F:8])[C:3]=1[F:9])([OH:20])[CH2:21][Cl:22]. The yield is 0.480. (4) The reactants are [CH3:1][O:2][C:3]1[N:4]=[C:5]2[C:10](=[CH:11][CH:12]=1)[N:9]=[CH:8][CH:7]=[C:6]2[N:13]1[CH2:17][CH2:16][CH:15]([NH:18][CH2:19][CH2:20][NH2:21])[CH2:14]1.[O:22]=[C:23]1[CH2:28][O:27][C:26]2[CH:29]=[CH:30][C:31]([CH:33]=O)=[N:32][C:25]=2[NH:24]1.[BH4-].[Na+].C(=O)(O)[O-].[Na+].C(Cl)(Cl)[Cl:43]. The catalyst is CO.C(Cl)Cl. The product is [ClH:43].[ClH:43].[CH3:1][O:2][C:3]1[N:4]=[C:5]2[C:10](=[CH:11][CH:12]=1)[N:9]=[CH:8][CH:7]=[C:6]2[N:13]1[CH2:17][CH2:16][CH:15]([NH:18][CH2:19][CH2:20][NH:21][CH2:33][C:31]2[CH:30]=[CH:29][C:26]3[O:27][CH2:28][C:23](=[O:22])[NH:24][C:25]=3[N:32]=2)[CH2:14]1. The yield is 0.400. (5) The reactants are [F:1][C:2]([F:14])([F:13])[O:3][C:4]1[CH:12]=[C:11]2[C:7]([CH:8]=[CH:9][NH:10]2)=[CH:6][CH:5]=1.ClS([N:19]=[C:20]=O)(=O)=O.C([O-])([O-])=O.[K+].[K+].[CH2:28](I)[CH3:29]. The catalyst is CN(C=O)C. The yield is 0.860. The product is [CH2:28]([N:10]1[C:11]2[C:7](=[CH:6][CH:5]=[C:4]([O:3][C:2]([F:1])([F:13])[F:14])[CH:12]=2)[C:8]([C:20]#[N:19])=[CH:9]1)[CH3:29]. (6) The reactants are [O:1]=[C:2]1[C:10]2[C:5](=[CH:6][CH:7]=[CH:8][C:9]=2[C:11]2[CH:16]=[CH:15][C:14]([C:17]([F:20])([F:19])[F:18])=[CH:13][CH:12]=2)[CH2:4][N:3]1[C:21]1[CH:22]=[C:23]([C:27]([O:29]C)=[O:28])[N:24]([CH3:26])[CH:25]=1.[OH-].[Na+].ClCCl.C(O)C. The catalyst is CO. The product is [O:1]=[C:2]1[C:10]2[C:5](=[CH:6][CH:7]=[CH:8][C:9]=2[C:11]2[CH:12]=[CH:13][C:14]([C:17]([F:18])([F:19])[F:20])=[CH:15][CH:16]=2)[CH2:4][N:3]1[C:21]1[CH:22]=[C:23]([C:27]([OH:29])=[O:28])[N:24]([CH3:26])[CH:25]=1. The yield is 0.850. (7) The reactants are C(O)=O.[CH2:4]([O:6][C:7](=[O:54])[C@H:8]([CH2:16][C:17]1[CH:22]=[CH:21][CH:20]=[C:19]([C:23]2[CH:32]=[CH:31][C:30]3[C:25](=[CH:26][CH:27]=[CH:28][C:29]=3[N:33]([CH2:44][CH2:45][O:46]CC3C=CC=CC=3)[CH2:34][CH2:35][O:36]CC3C=CC=CC=3)[CH:24]=2)[CH:18]=1)[NH:9][C:10](=[O:15])[C:11]([F:14])([F:13])[F:12])[CH3:5]. The catalyst is [OH-].[Pd+2].[OH-].C(O)C. The product is [CH2:4]([O:6][C:7](=[O:54])[C@H:8]([CH2:16][C:17]1[CH:22]=[CH:21][CH:20]=[C:19]([C:23]2[CH:32]=[CH:31][C:30]3[C:25](=[CH:26][CH:27]=[CH:28][C:29]=3[N:33]([CH2:44][CH2:45][OH:46])[CH2:34][CH2:35][OH:36])[CH:24]=2)[CH:18]=1)[NH:9][C:10](=[O:15])[C:11]([F:13])([F:14])[F:12])[CH3:5]. The yield is 0.710. (8) The product is [C:32]([OH:34])(=[O:33])[C:31]1[CH:35]=[CH:36][CH:37]=[CH:38][CH:30]=1. The reactants are N1CCCCC1.FC(F)OC1C=C(C=CC=1OC(F)F)C=O.C(CC(N[C:30]1[CH:38]=[CH:37][CH:36]=[CH:35][C:31]=1[C:32]([OH:34])=[O:33])=O)(O)=O. The yield is 0.710. The catalyst is C1(C)C=CC=CC=1.